Dataset: Forward reaction prediction with 1.9M reactions from USPTO patents (1976-2016). Task: Predict the product of the given reaction. (1) The product is: [N:17]([C:14]1[CH:15]=[C:16]2[C:11](=[CH:12][CH:13]=1)[N:10]=[CH:9][N:8]=[C:7]2[NH:6][CH2:5][C:4]1[CH:18]=[CH:19][C:20]([O:22][CH3:23])=[CH:21][C:3]=1[O:2][CH3:1])=[N+:31]=[N-:32]. Given the reactants [CH3:1][O:2][C:3]1[CH:21]=[C:20]([O:22][CH3:23])[CH:19]=[CH:18][C:4]=1[CH2:5][NH:6][C:7]1[C:16]2[C:11](=[CH:12][CH:13]=[C:14]([NH2:17])[CH:15]=2)[N:10]=[CH:9][N:8]=1.CO.Cl.N([O-])=O.[Na+].[N-:31]=[N+:32]=[N-].[Na+], predict the reaction product. (2) Given the reactants [O:1]=[C:2]1[N:7]([C:8]2[CH:13]=[CH:12][CH:11]=[C:10]([C:14]([F:17])([F:16])[F:15])[CH:9]=2)[C:6]2[CH2:18][CH2:19][C:20](=[O:21])[C:5]=2[CH:4]([C:22]2[CH:29]=[CH:28][C:25]([C:26]#[N:27])=[CH:24][CH:23]=2)[NH:3]1.[H-].[Na+].[CH3:32][S:33](Cl)(=[O:35])=[O:34].O, predict the reaction product. The product is: [CH3:32][S:33]([N:3]1[CH:4]([C:22]2[CH:23]=[CH:24][C:25]([C:26]#[N:27])=[CH:28][CH:29]=2)[C:5]2[C:20](=[O:21])[CH2:19][CH2:18][C:6]=2[N:7]([C:8]2[CH:13]=[CH:12][CH:11]=[C:10]([C:14]([F:15])([F:16])[F:17])[CH:9]=2)[C:2]1=[O:1])(=[O:35])=[O:34]. (3) Given the reactants [F:1][C:2]1(B(O)O)[CH:7]=[CH:6][C:5]([F:8])=[CH:4][CH:3]1[O:9][CH2:10][CH2:11][CH2:12][CH2:13][CH2:14][CH3:15].[OH:19]O.O, predict the reaction product. The product is: [F:1][C:2]1[C:3]([O:9][CH2:10][CH2:11][CH2:12][CH2:13][CH2:14][CH3:15])=[C:4]([OH:19])[C:5]([F:8])=[CH:6][CH:7]=1. (4) The product is: [CH:25]1([NH:28][C:21]([C:19]2[CH:18]=[CH:17][N:16]3[CH:24]=[C:13]([C:3]4[C:4]([C:7]5[CH:12]=[CH:11][CH:10]=[CH:9][CH:8]=5)=[N:5][O:6][C:2]=4[CH3:1])[N:14]=[C:15]3[CH:20]=2)=[O:23])[CH2:27][CH2:26]1. Given the reactants [CH3:1][C:2]1[O:6][N:5]=[C:4]([C:7]2[CH:12]=[CH:11][CH:10]=[CH:9][CH:8]=2)[C:3]=1[C:13]1[N:14]=[C:15]2[CH:20]=[C:19]([C:21]([OH:23])=O)[CH:18]=[CH:17][N:16]2[CH:24]=1.[CH:25]1([NH2:28])[CH2:27][CH2:26]1, predict the reaction product. (5) Given the reactants [CH2:1]([CH:8]1[C:14]2([CH2:15][N:16]3[CH:20]=[N:19][CH:18]=[N:17]3)[C:11]([CH3:21])([CH2:12][O:13]2)[CH2:10][CH2:9]1)[C:2]1[CH:7]=[CH:6][CH:5]=[CH:4][CH:3]=1.[Cl:22]C1C=CC(CC2C3(CN4C=NC=N4)C(C)(CO3)CC2)=CC=1.[Cl-].[Li+].O.C1(C)C=CC(S(O)(=O)=O)=CC=1, predict the reaction product. The product is: [Cl:22][CH2:12][C:11]1([CH3:21])[CH2:10][CH2:9][CH:8]([CH2:1][C:2]2[CH:7]=[CH:6][CH:5]=[CH:4][CH:3]=2)[C:14]1([CH2:15][N:16]1[CH:20]=[N:19][CH:18]=[N:17]1)[OH:13]. (6) Given the reactants [CH3:1][O:2][C:3](=[O:22])[CH2:4][CH2:5][CH2:6][CH2:7][CH2:8][CH2:9][C:10](=[O:21])[NH:11][CH2:12][C:13](=O)[C:14]1[CH:19]=[CH:18][CH:17]=[CH:16][CH:15]=1.C(Br)(Br)(Br)Br.C1(P(C2C=CC=CC=2)C2C=CC=CC=2)C=CC=CC=1, predict the reaction product. The product is: [CH3:1][O:2][C:3](=[O:22])[CH2:4][CH2:5][CH2:6][CH2:7][CH2:8][CH2:9][C:10]1[O:21][C:13]([C:14]2[CH:19]=[CH:18][CH:17]=[CH:16][CH:15]=2)=[CH:12][N:11]=1. (7) The product is: [F:1][C:2]([F:47])([F:48])[C:3]1[CH:4]=[C:5]([C@H:13]2[O:17][C:16](=[O:18])[N:15]([CH2:19][C:20]3[C:25]([C:26]4[S:30][C:29]([C:31]5[CH:39]=[CH:38][C:34]([C:35]([OH:37])=[O:36])=[CH:33][C:32]=5[CH3:40])=[N:28][C:27]=4[CH3:41])=[CH:24][N:23]=[C:22]([N:52]4[CH2:53][C:50]([F:54])([F:49])[CH2:51]4)[N:21]=3)[C@H:14]2[CH3:46])[CH:6]=[C:7]([C:9]([F:12])([F:10])[F:11])[CH:8]=1. Given the reactants [F:1][C:2]([F:48])([F:47])[C:3]1[CH:4]=[C:5]([C@H:13]2[O:17][C:16](=[O:18])[N:15]([CH2:19][C:20]3[C:25]([C:26]4[S:30][C:29]([C:31]5[CH:39]=[CH:38][C:34]([C:35]([OH:37])=[O:36])=[CH:33][C:32]=5[CH3:40])=[N:28][C:27]=4[CH3:41])=[CH:24][N:23]=[C:22](S(C)(=O)=O)[N:21]=3)[C@H:14]2[CH3:46])[CH:6]=[C:7]([C:9]([F:12])([F:11])[F:10])[CH:8]=1.[F:49][C:50]1([F:54])[CH2:53][NH:52][CH2:51]1.CCN(C(C)C)C(C)C, predict the reaction product.